From a dataset of Peptide-MHC class I binding affinity with 185,985 pairs from IEDB/IMGT. Regression. Given a peptide amino acid sequence and an MHC pseudo amino acid sequence, predict their binding affinity value. This is MHC class I binding data. (1) The peptide sequence is GLIMVLSFL. The MHC is HLA-A02:03 with pseudo-sequence HLA-A02:03. The binding affinity (normalized) is 0.882. (2) The peptide sequence is EQGDIALAL. The MHC is HLA-A68:01 with pseudo-sequence HLA-A68:01. The binding affinity (normalized) is 0. (3) The peptide sequence is SVFPFDGTR. The MHC is HLA-B46:01 with pseudo-sequence HLA-B46:01. The binding affinity (normalized) is 0.0847. (4) The peptide sequence is PLFKRGWRL. The MHC is HLA-A25:01 with pseudo-sequence HLA-A25:01. The binding affinity (normalized) is 0.0847. (5) The peptide sequence is VVTVLWALY. The MHC is HLA-B51:01 with pseudo-sequence HLA-B51:01. The binding affinity (normalized) is 0.0847. (6) The peptide sequence is TEAILQLGDL. The MHC is HLA-B44:02 with pseudo-sequence HLA-B44:02. The binding affinity (normalized) is 0.277.